From a dataset of Full USPTO retrosynthesis dataset with 1.9M reactions from patents (1976-2016). Predict the reactants needed to synthesize the given product. Given the product [F:1][C:2]1[CH:27]=[CH:26][C:5]([O:6][CH2:7][CH:8]2[CH2:14][N:13]([C:15](=[O:24])[C:16]3[CH:21]=[C:20]([CH3:22])[CH:19]=[CH:18][C:17]=3[C:34]3[S:35][CH:36]=[CH:37][N:38]=3)[CH:12]([CH3:25])[CH2:11][CH2:10][CH2:9]2)=[CH:4][C:3]=1[CH3:28], predict the reactants needed to synthesize it. The reactants are: [F:1][C:2]1[CH:27]=[CH:26][C:5]([O:6][CH2:7][CH:8]2[CH2:14][N:13]([C:15](=[O:24])[C:16]3[CH:21]=[C:20]([CH3:22])[CH:19]=[CH:18][C:17]=3I)[CH:12]([CH3:25])[CH2:11][CH2:10][CH2:9]2)=[CH:4][C:3]=1[CH3:28].C([Sn](CCCC)(CCCC)[C:34]1[S:35][CH:36]=[CH:37][N:38]=1)CCC.